Dataset: Forward reaction prediction with 1.9M reactions from USPTO patents (1976-2016). Task: Predict the product of the given reaction. (1) Given the reactants [CH2:1](O)[CH2:2][CH2:3][OH:4].C1(P(C2C=CC=CC=2)(C2C=CC=CC=2)=[CH:13][C:14]([O:16][CH2:17][CH3:18])=[O:15])C=CC=CC=1, predict the reaction product. The product is: [OH:4][CH2:3][CH2:2]/[CH:1]=[CH:13]/[C:14]([O:16][CH2:17][CH3:18])=[O:15]. (2) Given the reactants [C:1]1([C:18]2[CH:23]=[CH:22][CH:21]=[CH:20][CH:19]=2)[CH:6]=[CH:5][CH:4]=[C:3]([CH2:7][N:8]2[CH:13]=[CH:12][CH:11]=[C:10]([C:14](O)=[O:15])[C:9]2=[O:17])[CH:2]=1.[NH2:24][C@@H:25]([CH2:33][CH2:34][CH2:35][NH:36][C:37]([NH:39][S:40]([C:43]1[C:44]([CH3:57])=[C:45]2[C:50](=[C:51]([CH3:54])[C:52]=1[CH3:53])[O:49][C:48]([CH3:56])([CH3:55])[CH2:47][CH2:46]2)(=[O:42])=[O:41])=[NH:38])[C:26]([O:28][C:29]([CH3:32])([CH3:31])[CH3:30])=[O:27].CN(C(ON1N=NC2C=CC=CC1=2)=[N+](C)C)C.F[P-](F)(F)(F)(F)F.CCN(C(C)C)C(C)C, predict the reaction product. The product is: [C:1]1([C:18]2[CH:19]=[CH:20][CH:21]=[CH:22][CH:23]=2)[CH:6]=[CH:5][CH:4]=[C:3]([CH2:7][N:8]2[CH:13]=[CH:12][CH:11]=[C:10]([C:14]([NH:24][C@@H:25]([CH2:33][CH2:34][CH2:35][NH:36][C:37]([NH:39][S:40]([C:43]3[C:44]([CH3:57])=[C:45]4[C:50](=[C:51]([CH3:54])[C:52]=3[CH3:53])[O:49][C:48]([CH3:56])([CH3:55])[CH2:47][CH2:46]4)(=[O:41])=[O:42])=[NH:38])[C:26]([O:28][C:29]([CH3:30])([CH3:31])[CH3:32])=[O:27])=[O:15])[C:9]2=[O:17])[CH:2]=1. (3) Given the reactants [CH3:1][C@:2]12[C:9]([CH3:11])([CH3:10])[CH:6]([CH2:7][CH2:8]1)[C:5](=[O:12])[CH2:4][C:3]2=[O:13].C(N(CC)CC)C.[Cl:21][C:22]1[CH:27]=[CH:26][C:25]([N:28]=[C:29]=[O:30])=[CH:24][CH:23]=1.Cl, predict the reaction product. The product is: [Cl:21][C:22]1[CH:27]=[CH:26][C:25]([NH:28][C:29]([CH:4]2[C:5](=[O:12])[CH:6]3[C:9]([CH3:10])([CH3:11])[C@@:2]([CH3:1])([CH2:8][CH2:7]3)[C:3]2=[O:13])=[O:30])=[CH:24][CH:23]=1. (4) Given the reactants [CH2:1]([NH+:3](CC)[CH2:4]C)C.CNC.[Cl:11][C:12]1[CH:13]=[C:14]([CH:31]=[CH:32][C:33]=1[O:34][CH2:35][C:36]1[CH:41]=[CH:40][CH:39]=[CH:38][N:37]=1)[NH:15][C:16]1[C:25]2[C:20](=[CH:21][CH:22]=[CH:23][C:24]=2[O:26][CH2:27][C:28]([CH3:30])=O)[N:19]=[CH:18][N:17]=1, predict the reaction product. The product is: [Cl:11][C:12]1[CH:13]=[C:14]([CH:31]=[CH:32][C:33]=1[O:34][CH2:35][C:36]1[CH:41]=[CH:40][CH:39]=[CH:38][N:37]=1)[NH:15][C:16]1[C:25]2[C:20](=[CH:21][CH:22]=[CH:23][C:24]=2[O:26][CH2:27][CH:28]([N:3]([CH3:4])[CH3:1])[CH3:30])[N:19]=[CH:18][N:17]=1. (5) Given the reactants C([N:8]([CH2:26][C:27]([C:29]1[C:37]2[S:36][C:35](=[O:38])[NH:34][C:33]=2[C:32]([OH:39])=[CH:31][CH:30]=1)=[O:28])[CH2:9][CH2:10][CH2:11][CH2:12][CH2:13][CH2:14][O:15][CH2:16][CH2:17][CH2:18][CH2:19][C:20]1[CH:25]=[CH:24][CH:23]=[CH:22][CH:21]=1)C1C=CC=CC=1, predict the reaction product. The product is: [OH:39][C:32]1[C:33]2[NH:34][C:35](=[O:38])[S:36][C:37]=2[C:29]([C:27](=[O:28])[CH2:26][NH:8][CH2:9][CH2:10][CH2:11][CH2:12][CH2:13][CH2:14][O:15][CH2:16][CH2:17][CH2:18][CH2:19][C:20]2[CH:21]=[CH:22][CH:23]=[CH:24][CH:25]=2)=[CH:30][CH:31]=1.